Dataset: Reaction yield outcomes from USPTO patents with 853,638 reactions. Task: Predict the reaction yield, written as a fraction of the theoretical maximum amount of product (1.0 means a 100% yield; for example, 0.34 means a 34% yield). The reactants are [F:1][C:2]([F:27])([F:26])[CH2:3][N:4]1[CH:13]=[CH:12][C:11]2[C:6](=[CH:7][C:8]([S:14][Si](C(C)C)(C(C)C)C(C)C)=[CH:9][CH:10]=2)[C:5]1=[O:25]. The catalyst is Cl.CO.O1CCCC1. The product is [F:27][C:2]([F:1])([F:26])[CH2:3][N:4]1[CH:13]=[CH:12][C:11]2[C:6](=[CH:7][C:8]([SH:14])=[CH:9][CH:10]=2)[C:5]1=[O:25]. The yield is 1.00.